Dataset: Full USPTO retrosynthesis dataset with 1.9M reactions from patents (1976-2016). Task: Predict the reactants needed to synthesize the given product. (1) Given the product [N+:1]([C:4]1[CH:5]=[C:6](/[C:10](/[CH3:17])=[CH:11]/[CH2:12][OH:13])[CH:7]=[CH:8][CH:9]=1)([O-:3])=[O:2], predict the reactants needed to synthesize it. The reactants are: [N+:1]([C:4]1[CH:5]=[C:6](/[C:10](/[CH3:17])=[CH:11]/[C:12](OCC)=[O:13])[CH:7]=[CH:8][CH:9]=1)([O-:3])=[O:2].[H-].C([Al+]CC(C)C)C(C)C.O.C(=O)([O-])O.[Na+]. (2) Given the product [C:16](=[O:28])([O:18][C:19]1[CH:24]=[CH:23][C:22]([N+:25]([O-:27])=[O:26])=[CH:21][CH:20]=1)[O:17][CH2:6][CH2:5][CH2:4][CH2:3][O:2][CH3:1], predict the reactants needed to synthesize it. The reactants are: [CH3:1][O:2][CH2:3][CH2:4][CH2:5][CH2:6]O.C(N(CC)CC)C.Cl[C:16]([O:18][C:19]1[CH:24]=[CH:23][C:22]([N+:25]([O-:27])=[O:26])=[CH:21][CH:20]=1)=[O:17].[OH2:28]. (3) Given the product [C:3]([CH2:2][NH:15][C:14]1[CH:16]=[CH:17][CH:18]=[CH:19][C:13]=1[C:12]([OH:21])=[O:20])([OH:5])=[O:4], predict the reactants needed to synthesize it. The reactants are: Cl[CH2:2][C:3]([OH:5])=[O:4].C(=O)([O-])[O-].[Na+].[Na+].[C:12]([OH:21])(=[O:20])[C:13]1[C:14](=[CH:16][CH:17]=[CH:18][CH:19]=1)[NH2:15]. (4) Given the product [CH2:1]([O:8][C:9]1[CH:14]=[CH:13][C:12]([N:15]2[CH2:16][CH2:17][N:18]([CH:19]([CH:25]([CH3:26])[CH3:27])[C:20]([O:22][CH2:23][CH3:24])=[O:21])[C:37]2=[O:38])=[CH:11][CH:10]=1)[C:2]1[CH:3]=[CH:4][CH:5]=[CH:6][CH:7]=1, predict the reactants needed to synthesize it. The reactants are: [CH2:1]([O:8][C:9]1[CH:14]=[CH:13][C:12]([NH:15][CH2:16][CH2:17][NH:18][CH:19]([CH:25]([CH3:27])[CH3:26])[C:20]([O:22][CH2:23][CH3:24])=[O:21])=[CH:11][CH:10]=1)[C:2]1[CH:7]=[CH:6][CH:5]=[CH:4][CH:3]=1.CCN(C(C)C)C(C)C.[C:37](Cl)(Cl)=[O:38].